Dataset: Retrosynthesis with 50K atom-mapped reactions and 10 reaction types from USPTO. Task: Predict the reactants needed to synthesize the given product. (1) Given the product CC(=O)NC(CCc1ccc(-c2cccc3c(O)cccc23)cc1)(COC(C)=O)COC(C)=O, predict the reactants needed to synthesize it. The reactants are: CC(=O)NC(CCc1ccc(-c2cccc3c(OCc4ccccc4)cccc23)cc1)(COC(C)=O)COC(C)=O. (2) Given the product C[C@@H]1CN(c2ccc3c(c2)NC(=O)CS3)[C@H](c2ccccc2)CO1, predict the reactants needed to synthesize it. The reactants are: C[C@@H]1CN[C@H](c2ccccc2)CO1.O=C1CSc2ccc(Br)cc2N1. (3) The reactants are: C=Cc1cc(OC)c(CCC)c(OC)c1.Fc1cccc(F)c1Br. Given the product CCCc1c(OC)cc(C=Cc2c(F)cccc2F)cc1OC, predict the reactants needed to synthesize it. (4) The reactants are: CC(O)c1oc(=O)c2ccccc2c1-c1ccc(C=O)s1.C[Si](C)(C)[N-][Si](C)(C)C. Given the product CC(O)c1oc(=O)c2ccccc2c1-c1ccc(C=CCN(C)C)s1, predict the reactants needed to synthesize it. (5) The reactants are: CCOC(=O)c1ccc(Br)cc1.OB(O)c1ccc(C(F)(F)F)cc1. Given the product CCOC(=O)c1ccc(-c2ccc(C(F)(F)F)cc2)cc1, predict the reactants needed to synthesize it.